This data is from Catalyst prediction with 721,799 reactions and 888 catalyst types from USPTO. The task is: Predict which catalyst facilitates the given reaction. (1) Reactant: [Cl:1][C:2]1[S:6][C:5]([C:7]([NH:9][C@H:10]([CH2:18][N:19]2C(=O)C3C(=CC=CC=3)C2=O)[CH2:11][CH:12]2[CH2:17][CH2:16][CH2:15][CH2:14][CH2:13]2)=[O:8])=[CH:4][C:3]=1[C:30]1[N:34]([CH3:35])[N:33]=[CH:32][CH:31]=1.NN. Product: [NH2:19][CH2:18][C@@H:10]([NH:9][C:7]([C:5]1[S:6][C:2]([Cl:1])=[C:3]([C:30]2[N:34]([CH3:35])[N:33]=[CH:32][CH:31]=2)[CH:4]=1)=[O:8])[CH2:11][CH:12]1[CH2:13][CH2:14][CH2:15][CH2:16][CH2:17]1. The catalyst class is: 83. (2) Reactant: Cl[C:2]1[N:6]([C:7]2[CH:12]=[CH:11][C:10]([Cl:13])=[CH:9][CH:8]=2)[N:5]=[N:4][N:3]=1.C1OCCOCCOCCOCCOCCOC1.[F-].[K+].C(N(CC)CC)C.[C:41]([N:43]=[C:44]([N:53]1[CH2:58][CH2:57][NH:56][CH:55]([C:59]2[CH:64]=[CH:63][CH:62]=[CH:61][CH:60]=2)[CH2:54]1)[NH:45][C:46]1[CH:51]=[CH:50][CH:49]=[CH:48][C:47]=1[CH3:52])#[N:42]. Product: [Cl:13][C:10]1[CH:11]=[CH:12][C:7]([N:6]2[C:2]([N:56]3[CH2:57][CH2:58][N:53]([C:44](=[N:43][C:41]#[N:42])[NH:45][C:46]4[CH:51]=[CH:50][CH:49]=[CH:48][C:47]=4[CH3:52])[CH2:54][CH:55]3[C:59]3[CH:64]=[CH:63][CH:62]=[CH:61][CH:60]=3)=[N:3][N:4]=[N:5]2)=[CH:8][CH:9]=1. The catalyst class is: 12. (3) Reactant: [CH3:1][C:2]1[C:7]([CH:8]([CH3:14])[C:9]([O:11]CC)=[O:10])=[CH:6][CH:5]=[C:4]([N:15]2[CH:19]=[N:18][N:17]=[N:16]2)[N:3]=1.O[Li].O.C(O)(=O)CC(CC(O)=O)(C(O)=O)O. Product: [CH3:1][C:2]1[C:7]([CH:8]([CH3:14])[C:9]([OH:11])=[O:10])=[CH:6][CH:5]=[C:4]([N:15]2[CH:19]=[N:18][N:17]=[N:16]2)[N:3]=1. The catalyst class is: 200. (4) The catalyst class is: 21. Product: [Cl:5][C:6]1[CH:7]=[C:8]([CH:9]=[C:10]([Cl:12])[CH:11]=1)[O:17][C:14]1[C:8]([CH2:9][CH3:10])=[N:21][NH:22][C:11]=1[CH2:6][CH3:7]. Reactant: ClC(Cl)=O.[Cl:5][C:6]1[CH:7]=[C:8](O)[CH:9]=[C:10]([Cl:12])[CH:11]=1.[C:14](=[O:17])([O-])[O-].[Cs+].[Cs+].O.[NH2:21][NH2:22]. (5) Reactant: [H-].[Na+].[Cl:3][C:4]1[C:9]([C:10]2[CH:15]=[CH:14][CH:13]=[CH:12][CH:11]=2)=[N:8][N:7]=[C:6]2[NH:16][N:17]=[C:18]([I:19])[C:5]=12.[CH3:20]I.[Li+].[Cl-]. Product: [Cl:3][C:4]1[C:9]([C:10]2[CH:11]=[CH:12][CH:13]=[CH:14][CH:15]=2)=[N:8][N:7]=[C:6]2[N:16]([CH3:20])[N:17]=[C:18]([I:19])[C:5]=12. The catalyst class is: 39. (6) Reactant: CON(C)[C:4](=[O:24])[C:5]1[CH:10]=[C:9]([NH:11][C:12](=[O:17])[C:13]([F:16])([F:15])[F:14])[CH:8]=[C:7]([S:18]([F:23])([F:22])([F:21])([F:20])[F:19])[CH:6]=1.[CH3:26][Si]([N-][Si](C)(C)C)(C)C.[Li+].C[Mg]Br. Product: [C:4]([C:5]1[CH:10]=[C:9]([NH:11][C:12](=[O:17])[C:13]([F:15])([F:16])[F:14])[CH:8]=[C:7]([S:18]([F:20])([F:19])([F:22])([F:23])[F:21])[CH:6]=1)(=[O:24])[CH3:26]. The catalyst class is: 1. (7) Reactant: S(Cl)([Cl:3])=O.[Na+].[CH2:6]=[CH:7][C:8]1[CH:13]=[CH:12][C:11]([S:14]([O-:17])(=O)=[O:15])=[CH:10][CH:9]=1. Product: [CH2:6]=[CH:7][C:8]1[CH:13]=[CH:12][C:11]([S:14]([Cl:3])(=[O:17])=[O:15])=[CH:10][CH:9]=1. The catalyst class is: 9.